Dataset: Reaction yield outcomes from USPTO patents with 853,638 reactions. Task: Predict the reaction yield, written as a fraction of the theoretical maximum amount of product (1.0 means a 100% yield; for example, 0.34 means a 34% yield). (1) The reactants are [C:1]([O:5][C:6]([NH:8][C:9]([CH3:29])([CH3:28])[CH2:10][C:11]1[C:19]2[C:14](=[C:15](OS(C(F)(F)F)(=O)=O)[CH:16]=[CH:17][CH:18]=2)[NH:13][CH:12]=1)=[O:7])([CH3:4])([CH3:3])[CH3:2].C(N(CC)CC)C.[S:37]1[CH:41]=[CH:40][CH:39]=[C:38]1B(O)O. The catalyst is CN(C)C=O.[Cl-].[Na+].O.C(OCC)(=O)C.[Pd].C1(P(C2C=CC=CC=2)C2C=CC=CC=2)C=CC=CC=1.C1(P(C2C=CC=CC=2)C2C=CC=CC=2)C=CC=CC=1.C1(P(C2C=CC=CC=2)C2C=CC=CC=2)C=CC=CC=1.C1(P(C2C=CC=CC=2)C2C=CC=CC=2)C=CC=CC=1. The product is [C:1]([O:5][C:6](=[O:7])[NH:8][C:9]([CH3:29])([CH3:28])[CH2:10][C:11]1[C:19]2[C:14](=[C:15]([C:38]3[S:37][CH:41]=[CH:40][CH:39]=3)[CH:16]=[CH:17][CH:18]=2)[NH:13][CH:12]=1)([CH3:2])([CH3:4])[CH3:3]. The yield is 0.310. (2) The product is [Br:8][C:5]1[CH:6]=[CH:7][C:2]2[N:3]([C:5]([C:4]([OH:11])=[O:9])=[C:6]([CH3:7])[N:1]=2)[CH:4]=1. The catalyst is CCO. The yield is 0.300. The reactants are [NH2:1][C:2]1[CH:7]=[CH:6][C:5]([Br:8])=[CH:4][N:3]=1.[OH-:9].[Na+].[OH2:11].Cl. (3) The reactants are C(OC([N:8]1[CH2:13][CH2:12][CH:11]([C:14]2[CH:19]=[CH:18][C:17]([C:20](=[O:22])[NH2:21])=[C:16]([C:23]3[CH:28]=[CH:27][C:26]([C:29](=[O:37])[NH:30][C:31]4[CH:36]=[CH:35][CH:34]=[CH:33][CH:32]=4)=[CH:25][CH:24]=3)[N:15]=2)[CH2:10][CH2:9]1)=O)(C)(C)C.C(O)(C(F)(F)F)=O. The catalyst is C(Cl)Cl. The product is [C:31]1([NH:30][C:29]([C:26]2[CH:27]=[CH:28][C:23]([C:16]3[N:15]=[C:14]([CH:11]4[CH2:12][CH2:13][NH:8][CH2:9][CH2:10]4)[CH:19]=[CH:18][C:17]=3[C:20]([NH2:21])=[O:22])=[CH:24][CH:25]=2)=[O:37])[CH:32]=[CH:33][CH:34]=[CH:35][CH:36]=1. The yield is 0.990. (4) The reactants are [CH:1]1([CH2:4][CH2:5][O:6][C:7]2[CH:19]=[CH:18][C:10]([C:11]([NH:13][CH2:14][C:15]([OH:17])=[O:16])=O)=[CH:9][CH:8]=2)[CH2:3][CH2:2]1.[CH:20]1([C:23]2[CH:30]=[CH:29][C:26]([CH:27]=O)=[CH:25][CH:24]=2)[CH2:22][CH2:21]1.C([O-])(=O)C.[Na+].C(OC(=O)C)(=O)C. No catalyst specified. The product is [CH:20]1([C:23]2[CH:30]=[CH:29][C:26](/[CH:27]=[C:14]3\[N:13]=[C:11]([C:10]4[CH:9]=[CH:8][C:7]([O:6][CH2:5][CH2:4][CH:1]5[CH2:2][CH2:3]5)=[CH:19][CH:18]=4)[O:17][C:15]\3=[O:16])=[CH:25][CH:24]=2)[CH2:22][CH2:21]1. The yield is 0.740. (5) The reactants are [Cl:1][C:2]1[CH:3]=[C:4]([C:8]2[N:13]=[C:12]3[CH2:14][CH2:15][CH2:16][C:11]3=[C:10]([CH2:17][C:18]3[CH:23]=[CH:22][C:21]([CH2:24][C:25]([OH:27])=[O:26])=[CH:20][CH:19]=3)[CH:9]=2)[CH:5]=[CH:6][CH:7]=1.Cl.[CH3:29]O. The catalyst is CO. The product is [Cl:1][C:2]1[CH:3]=[C:4]([C:8]2[N:13]=[C:12]3[CH2:14][CH2:15][CH2:16][C:11]3=[C:10]([CH2:17][C:18]3[CH:19]=[CH:20][C:21]([CH2:24][C:25]([O:27][CH3:29])=[O:26])=[CH:22][CH:23]=3)[CH:9]=2)[CH:5]=[CH:6][CH:7]=1. The yield is 0.480. (6) The reactants are [OH:1][C:2]1[CH:7]=[CH:6][C:5]([C:8](=[O:10])[CH3:9])=[CH:4][CH:3]=1.C([O-])([O-])=O.[K+].[K+].Br[CH2:18][CH2:19][CH2:20][Cl:21]. The catalyst is CC(C)=O. The product is [Cl:21][CH2:20][CH2:19][CH2:18][O:1][C:2]1[CH:7]=[CH:6][C:5]([C:8](=[O:10])[CH3:9])=[CH:4][CH:3]=1. The yield is 0.970.